This data is from Catalyst prediction with 721,799 reactions and 888 catalyst types from USPTO. The task is: Predict which catalyst facilitates the given reaction. (1) Reactant: CCN(C(C)C)C(C)C.[C:10]1([C:16]2[CH:17]=[CH:18][C:19]([C:22]([NH:24][CH2:25][C:26]([OH:28])=O)=[O:23])=[N:20][CH:21]=2)[CH:15]=[CH:14][CH:13]=[CH:12][CH:11]=1.C1C=CC2N(O)N=NC=2C=1.CCN=C=NCCCN(C)C.Cl.[F:51][C:52]1[CH:53]=[CH:54][C:55]([C:66]([F:69])([F:68])[F:67])=[C:56]([C:58]([N:60]2[CH2:65][CH2:64][NH:63][CH2:62][CH2:61]2)=[O:59])[CH:57]=1. Product: [F:51][C:52]1[CH:53]=[CH:54][C:55]([C:66]([F:68])([F:67])[F:69])=[C:56]([CH:57]=1)[C:58]([N:60]1[CH2:61][CH2:62][N:63]([C:26](=[O:28])[CH2:25][NH:24][C:22]([C:19]2[CH:18]=[CH:17][C:16]([C:10]3[CH:11]=[CH:12][CH:13]=[CH:14][CH:15]=3)=[CH:21][N:20]=2)=[O:23])[CH2:64][CH2:65]1)=[O:59]. The catalyst class is: 18. (2) Reactant: [C:1]([CH2:3][C:4]1([CH2:10][N:11]([C@@H:18]2[CH2:20][C@H:19]2[C:21]2[CH:26]=[CH:25][CH:24]=[CH:23][CH:22]=2)[C:12](=[O:17])[C:13]([F:16])([F:15])[F:14])[CH2:9][CH2:8][NH:7][CH2:6][CH2:5]1)#[N:2].[Cl:27][C:28]1[CH:35]=[CH:34][CH:33]=[C:32](F)[C:29]=1[C:30]#[N:31].CCN(C(C)C)C(C)C.[OH-:46].[Na+]. Product: [Cl:27][C:28]1[CH:35]=[CH:34][CH:33]=[C:32]([N:7]2[CH2:6][CH2:5][C:4]([CH2:3][C:1]#[N:2])([CH2:10][NH:11][C@@H:18]3[CH2:20][C@H:19]3[C:21]3[CH:22]=[CH:23][CH:24]=[CH:25][CH:26]=3)[CH2:9][CH2:8]2)[C:29]=1[C:30]#[N:31].[C:12]([OH:17])([C:13]([F:16])([F:15])[F:14])=[O:46]. The catalyst class is: 37. (3) Reactant: Cl[C:2]1[N:3]=[C:4]([N:12]2[CH2:17][CH2:16][O:15][CH2:14][CH2:13]2)[C:5]2[S:10][C:9](I)=[CH:8][C:6]=2[N:7]=1.[F:18][C:19]1[CH:24]=[C:23](B(O)O)[CH:22]=[CH:21][N:20]=1.C([O-])([O-])=O.[Na+].[Na+].CC1(C)C(C)(C)OB([C:42]2[CH:43]=[N:44][C:45]([NH2:48])=[N:46][CH:47]=2)O1.CC([O-])=O.[K+]. Product: [F:18][C:19]1[CH:24]=[C:23]([C:9]2[S:10][C:5]3[C:4]([N:12]4[CH2:17][CH2:16][O:15][CH2:14][CH2:13]4)=[N:3][C:2]([C:42]4[CH:43]=[N:44][C:45]([NH2:48])=[N:46][CH:47]=4)=[N:7][C:6]=3[CH:8]=2)[CH:22]=[CH:21][N:20]=1. The catalyst class is: 745. (4) Reactant: [C:1]([C:3]1[CH:26]=[CH:25][C:6]([CH2:7][N:8]2[CH2:17][C@H:16]3[N:12]([CH2:13][CH2:14][CH2:15]3)[C:11]3[N:18]=[C:19](SC)[N:20]=[CH:21][C:10]=3[C:9]2=[O:24])=[CH:5][CH:4]=1)#[N:2].ClC1C=CC=C(C(OO)=O)C=1.C(=O)(O)[O-].[Na+].[CH2:43]([NH2:45])[CH3:44].C1COCC1. Product: [C:1]([C:3]1[CH:26]=[CH:25][C:6]([CH2:7][N:8]2[CH2:17][C@H:16]3[N:12]([CH2:13][CH2:14][CH2:15]3)[C:11]3[N:18]=[C:19]([NH:45][CH2:43][CH3:44])[N:20]=[CH:21][C:10]=3[C:9]2=[O:24])=[CH:5][CH:4]=1)#[N:2]. The catalyst class is: 4. (5) Reactant: Cl[C:2]1[C:10]([F:11])=[CH:9][C:5]([C:6]([NH2:8])=[O:7])=[C:4]([NH:12][C:13]2[CH:18]=[CH:17][C:16]([N:19]3[CH2:24][CH2:23][N:22]([CH3:25])[CH2:21][CH2:20]3)=[CH:15][CH:14]=2)[N:3]=1.[N:26]1[CH:31]=[CH:30][C:29](B(O)O)=[CH:28][CH:27]=1.C([O-])([O-])=O.[K+].[K+]. Product: [F:11][C:10]1[C:2]([C:29]2[CH:30]=[CH:31][N:26]=[CH:27][CH:28]=2)=[N:3][C:4]([NH:12][C:13]2[CH:18]=[CH:17][C:16]([N:19]3[CH2:24][CH2:23][N:22]([CH3:25])[CH2:21][CH2:20]3)=[CH:15][CH:14]=2)=[C:5]([C:6]([NH2:8])=[O:7])[CH:9]=1. The catalyst class is: 176. (6) Reactant: [CH3:1][NH2:2].[NH2:3][C:4]1[C:13]([N+:14]([O-:16])=[O:15])=[CH:12][CH:11]=[C:10](F)[C:5]=1[C:6]([O:8][CH3:9])=[O:7]. Product: [NH2:3][C:4]1[C:13]([N+:14]([O-:16])=[O:15])=[CH:12][CH:11]=[C:10]([NH:2][CH3:1])[C:5]=1[C:6]([O:8][CH3:9])=[O:7]. The catalyst class is: 7. (7) Reactant: C([O:3][C:4](=[O:27])[CH2:5][C:6]1[CH:11]=[CH:10][CH:9]=[C:8]([O:12][C:13]2[CH:18]=[CH:17][C:16]([CH3:19])=[CH:15][C:14]=2[CH2:20][N:21]2[CH2:25][CH2:24][O:23][C:22]2=[O:26])[CH:7]=1)C.[OH-].[Li+]. Product: [CH3:19][C:16]1[CH:17]=[CH:18][C:13]([O:12][C:8]2[CH:7]=[C:6]([CH2:5][C:4]([OH:27])=[O:3])[CH:11]=[CH:10][CH:9]=2)=[C:14]([CH2:20][N:21]2[CH2:25][CH2:24][O:23][C:22]2=[O:26])[CH:15]=1. The catalyst class is: 24.